From a dataset of Reaction yield outcomes from USPTO patents with 853,638 reactions. Predict the reaction yield, written as a fraction of the theoretical maximum amount of product (1.0 means a 100% yield; for example, 0.34 means a 34% yield). (1) The reactants are [NH2:1][CH2:2][C:3]1[CH:4]=[C:5]([C:9]2[N:10]([CH3:21])[C:11]3[C:16]([C:17]=2[C:18]#[N:19])=[CH:15][CH:14]=[C:13]([Cl:20])[CH:12]=3)[CH:6]=[N:7][CH:8]=1.[CH:22]([S:25](Cl)(=[O:27])=[O:26])([CH3:24])[CH3:23].C(N(CC)CC)C. The catalyst is ClCCl. The product is [NH4+:1].[OH-:26].[Cl:20][C:13]1[CH:12]=[C:11]2[C:16]([C:17]([C:18]#[N:19])=[C:9]([C:5]3[CH:4]=[C:3]([CH2:2][NH:1][S:25]([CH:22]([CH3:24])[CH3:23])(=[O:27])=[O:26])[CH:8]=[N:7][CH:6]=3)[N:10]2[CH3:21])=[CH:15][CH:14]=1. The yield is 0.00100. (2) The reactants are Br[C:2]1[CH:3]=[C:4]([CH2:8][NH:9][C:10](=[O:36])[CH2:11][C:12]([NH:14][CH2:15][C:16]2[C:17]([NH:29][CH:30]3[CH2:35][CH2:34][O:33][CH2:32][CH2:31]3)=[C:18]3[CH:26]=[N:25][N:24]([CH2:27][CH3:28])[C:19]3=[N:20][C:21]=2[CH2:22][CH3:23])=[O:13])[CH:5]=[CH:6][CH:7]=1.[CH:37]([C:39]1[CH:40]=[C:41](B(O)O)[CH:42]=[CH:43][CH:44]=1)=[O:38].C([O-])([O-])=O.[K+].[K+]. The catalyst is O1CCOCC1.O.C1C=CC(P(C2C=CC=CC=2)[C-]2C=CC=C2)=CC=1.C1C=CC(P(C2C=CC=CC=2)[C-]2C=CC=C2)=CC=1.Cl[Pd]Cl.[Fe+2]. The product is [CH2:27]([N:24]1[C:19]2=[N:20][C:21]([CH2:22][CH3:23])=[C:16]([CH2:15][NH:14][C:12](=[O:13])[CH2:11][C:10]([NH:9][CH2:8][C:4]3[CH:3]=[C:2]([C:43]4[CH:42]=[CH:41][CH:40]=[C:39]([CH:37]=[O:38])[CH:44]=4)[CH:7]=[CH:6][CH:5]=3)=[O:36])[C:17]([NH:29][CH:30]3[CH2:35][CH2:34][O:33][CH2:32][CH2:31]3)=[C:18]2[CH:26]=[N:25]1)[CH3:28]. The yield is 0.707.